This data is from HIV replication inhibition screening data with 41,000+ compounds from the AIDS Antiviral Screen. The task is: Binary Classification. Given a drug SMILES string, predict its activity (active/inactive) in a high-throughput screening assay against a specified biological target. (1) The molecule is CCCN(CCC)CC(=O)Nc1cccc(Cl)c1C. The result is 0 (inactive). (2) The compound is CCOC(=O)C(CC(CO)(C(C)=O)C(=O)OCC)C(C)=O. The result is 0 (inactive). (3) The drug is CCN(C(C)=O)c1cnc(C=NNC(N)=S)c2ccccc12. The result is 0 (inactive). (4) The molecule is CCC(=O)c1cn(C)c(=O)c2ccccc12. The result is 0 (inactive). (5) The compound is O=C1c2ccccc2C(=O)c2c(Nc3cccc4c3C(=O)c3ccccc3C4=O)cccc21. The result is 0 (inactive). (6) The compound is COc1ccc(N=Nc2cc(OC)c(N=Nc3c(O)nc4ccccc4c3O)cc2OC)cc1. The result is 0 (inactive). (7) The drug is CC(C)(C)[Si](C)(C)OCC1OC(n2ccc(=O)[nH]c2=O)C(O[Si](C)(C)C(C)(C)C)C1CC#N. The result is 0 (inactive).